Dataset: hERG Central: cardiac toxicity at 1µM, 10µM, and general inhibition. Task: Predict hERG channel inhibition at various concentrations. (1) The molecule is Cl.Oc1cccc(Nc2nc(NCC3CCCO3)c3ccccc3n2)c1. Results: hERG_inhib (hERG inhibition (general)): blocker. (2) Results: hERG_inhib (hERG inhibition (general)): blocker. The drug is N=c1c(C(=O)NCC2CCCO2)cc2c(=O)n3ccccc3nc2n1Cc1ccc(F)cc1. (3) Results: hERG_inhib (hERG inhibition (general)): blocker. The molecule is O=C(c1ccc(N2CCN(C(=O)c3ccccc3)CC2)cc1)c1cccc(F)c1. (4) The drug is Cc1cnc(CN2CCc3c([nH]c4ccccc34)C2C2CCCCC2)[nH]1. Results: hERG_inhib (hERG inhibition (general)): blocker. (5) The molecule is COc1ccc(OC)c(S(=O)(=O)N2CCN(CC(O)COc3ccc(C#N)cc3)CC2)c1. Results: hERG_inhib (hERG inhibition (general)): blocker. (6) The compound is N#CCc1ccccc1C(=O)OCC(=O)N(Cc1ccccc1)Cc1ccccc1. Results: hERG_inhib (hERG inhibition (general)): blocker. (7) The molecule is O=C(CN1C(=O)S/C(=C\c2ccc(F)cc2)C1=O)NCCCn1ccnc1. Results: hERG_inhib (hERG inhibition (general)): blocker. (8) The compound is Cl.c1ccc(N2CCN(c3nc(NCc4ccco4)c4ccccc4n3)CC2)cc1. Results: hERG_inhib (hERG inhibition (general)): blocker. (9) The drug is COc1ccc(-c2cc(=Nc3c(C)n(C)n(-c4ccccc4)c3=O)c3ccccc3o2)cc1. Results: hERG_inhib (hERG inhibition (general)): blocker. (10) The molecule is COc1ccc(NC(=O)CN2CCN(CC(=O)Nc3ccc(F)cc3)CC2)cc1Cl. Results: hERG_inhib (hERG inhibition (general)): blocker.